From a dataset of Forward reaction prediction with 1.9M reactions from USPTO patents (1976-2016). Predict the product of the given reaction. Given the reactants [C:1]([O:5][C:6](=[O:23])[NH:7][CH2:8][CH2:9][CH2:10][NH:11][C:12]([C:14]1[C:18]([CH3:19])=[C:17]([CH:20]=O)[NH:16][C:15]=1[CH3:22])=[O:13])([CH3:4])([CH3:3])[CH3:2].[F:24][C:25]1[CH:26]=[C:27]2[C:31](=[CH:32][CH:33]=1)[NH:30][C:29](=[O:34])[CH2:28]2.N1CCCC1, predict the reaction product. The product is: [C:1]([O:5][C:6](=[O:23])[NH:7][CH2:8][CH2:9][CH2:10][NH:11][C:12]([C:14]1[C:18]([CH3:19])=[C:17](/[CH:20]=[C:28]2\[C:29](=[O:34])[NH:30][C:31]3[C:27]\2=[CH:26][C:25]([F:24])=[CH:33][CH:32]=3)[NH:16][C:15]=1[CH3:22])=[O:13])([CH3:4])([CH3:3])[CH3:2].